This data is from Reaction yield outcomes from USPTO patents with 853,638 reactions. The task is: Predict the reaction yield, written as a fraction of the theoretical maximum amount of product (1.0 means a 100% yield; for example, 0.34 means a 34% yield). The reactants are [CH2:1]([C:3]([C:21]1[CH:26]=[CH:25][C:24]([OH:27])=[C:23]([CH3:28])[CH:22]=1)([C:6]1[CH:11]=[CH:10][C:9](/[CH:12]=[CH:13]/[C:14]([CH2:18][CH3:19])([OH:17])[CH2:15][CH3:16])=[C:8]([CH3:20])[CH:7]=1)[CH2:4][CH3:5])[CH3:2].C([O-])([O-])=O.[K+].[K+].[CH3:35][C:36]1([CH3:53])[O:40][C@H:39]([CH2:41]OS(C2C=CC(C)=CC=2)(=O)=O)[CH2:38][O:37]1.[NH4+].[Cl-]. The catalyst is CN(C=O)C. The product is [CH3:35][C:36]1([CH3:53])[O:40][C@H:39]([CH2:41][O:27][C:24]2[CH:25]=[CH:26][C:21]([C:3]([C:6]3[CH:11]=[CH:10][C:9](/[CH:12]=[CH:13]/[C:14]([CH2:15][CH3:16])([OH:17])[CH2:18][CH3:19])=[C:8]([CH3:20])[CH:7]=3)([CH2:4][CH3:5])[CH2:1][CH3:2])=[CH:22][C:23]=2[CH3:28])[CH2:38][O:37]1. The yield is 0.880.